The task is: Predict the product of the given reaction.. This data is from Forward reaction prediction with 1.9M reactions from USPTO patents (1976-2016). (1) Given the reactants [CH3:1][CH2:2][C:3]1[C:25]2[NH:26][C:5](=[CH:6][C:7]3[NH:11][C:10]([CH:12]=[C:13]4[N:17]=[C:16]([CH:18]=[C:19]5[N:23]=[C:22]([CH:24]=2)[C:21]([CH3:27])=[C:20]5[CH2:28][CH2:29][C:30]([O:32]C)=[O:31])[C:15]([CH2:34][CH2:35][C:36]([O:38]C)=[O:37])=[C:14]4[CH3:40])=[C:9]([CH3:41])[C:8]=3[CH2:42][CH3:43])[C:4]=1[CH3:44], predict the reaction product. The product is: [CH3:1][CH2:2][C:3]1[C:25]2[NH:26][C:5](=[CH:6][C:7]3[NH:11][C:10]([CH:12]=[C:13]4[N:17]=[C:16]([CH:18]=[C:19]5[N:23]=[C:22]([CH:24]=2)[C:21]([CH3:27])=[C:20]5[CH2:28][CH2:29][C:30]([OH:32])=[O:31])[C:15]([CH2:34][CH2:35][C:36]([OH:38])=[O:37])=[C:14]4[CH3:40])=[C:9]([CH3:41])[C:8]=3[CH2:42][CH3:43])[C:4]=1[CH3:44]. (2) Given the reactants [OH-].[Li+].[F:3][C:4]1[CH:9]=[CH:8][C:7]([C:10]2[CH:15]=[CH:14][C:13]([C:16]([O:18]C)=[O:17])=[C:12]([N+:20]([O-:22])=[O:21])[CH:11]=2)=[CH:6][CH:5]=1.CO.O, predict the reaction product. The product is: [F:3][C:4]1[CH:5]=[CH:6][C:7]([C:10]2[CH:15]=[CH:14][C:13]([C:16]([OH:18])=[O:17])=[C:12]([N+:20]([O-:22])=[O:21])[CH:11]=2)=[CH:8][CH:9]=1. (3) Given the reactants [Cl:1][C:2]1[CH:3]=[C:4]([CH:13]=[CH:14][C:15]=1[F:16])[CH2:5][N:6]1[CH2:11][CH2:10][CH:9]=[CH:8][C:7]1=[O:12].[C-:17]#[N:18].[K+], predict the reaction product. The product is: [Cl:1][C:2]1[CH:3]=[C:4]([CH:13]=[CH:14][C:15]=1[F:16])[CH2:5][N:6]1[CH2:11][CH2:10][C:9]([C:17]#[N:18])=[CH:8][C:7]1=[O:12]. (4) Given the reactants CS([C:5]1[N:6]2[C:12]([C:13]3[CH:18]=[CH:17][CH:16]=[CH:15][CH:14]=3)=[CH:11][S:10][C:7]2=[N:8][N:9]=1)(=O)=O.[CH2:19]([OH:29])[C:20]1[CH:28]=[CH:27][C:26]2[O:25][CH2:24][O:23][C:22]=2[CH:21]=1.C([O-])([O-])=O.[Cs+].[Cs+], predict the reaction product. The product is: [O:25]1[C:26]2[CH:27]=[CH:28][C:20]([CH2:19][O:29][C:5]3[N:6]4[C:12]([C:13]5[CH:18]=[CH:17][CH:16]=[CH:15][CH:14]=5)=[CH:11][S:10][C:7]4=[N:8][N:9]=3)=[CH:21][C:22]=2[O:23][CH2:24]1. (5) Given the reactants [Br:1][C:2]1[CH:7]=[CH:6][C:5]([CH:8]([C:20]2[CH:25]=[CH:24][C:23]([Cl:26])=[CH:22][C:21]=2[CH3:27])[CH2:9][C:10]([C:12]2[CH:13]=[N:14][C:15]([O:18]C)=[CH:16][CH:17]=2)=[O:11])=[CH:4][CH:3]=1.Cl, predict the reaction product. The product is: [Br:1][C:2]1[CH:7]=[CH:6][C:5]([CH:8]([C:20]2[CH:25]=[CH:24][C:23]([Cl:26])=[CH:22][C:21]=2[CH3:27])[CH2:9][C:10]([C:12]2[CH:17]=[CH:16][C:15](=[O:18])[NH:14][CH:13]=2)=[O:11])=[CH:4][CH:3]=1. (6) Given the reactants Cl.[NH:2]1[CH2:7][CH2:6][CH:5]([NH:8][C:9]([C:11]2[C:15]3[N:16]=[CH:17][N:18]=[C:19]([C:20]4[C:28]5[O:27][CH2:26][O:25][C:24]=5[CH:23]=[CH:22][C:21]=4[O:29][CH2:30][CH:31]4[CH2:34][CH2:33][CH2:32]4)[C:14]=3[NH:13][CH:12]=2)=[O:10])[CH2:4][CH2:3]1.[CH3:35][O:36][CH2:37][C:38](Cl)=[O:39], predict the reaction product. The product is: [CH3:35][O:36][CH2:37][C:38]([N:2]1[CH2:7][CH2:6][CH:5]([NH:8][C:9]([C:11]2[C:15]3[N:16]=[CH:17][N:18]=[C:19]([C:20]4[C:28]5[O:27][CH2:26][O:25][C:24]=5[CH:23]=[CH:22][C:21]=4[O:29][CH2:30][CH:31]4[CH2:32][CH2:33][CH2:34]4)[C:14]=3[NH:13][CH:12]=2)=[O:10])[CH2:4][CH2:3]1)=[O:39]. (7) Given the reactants [CH2:1]([Br:8])[C:2]1[CH:7]=[CH:6][CH:5]=[CH:4][CH:3]=1.[CH:9]([C:12]1[CH:17]=[CH:16][N:15]=[CH:14][CH:13]=1)([CH3:11])[CH3:10], predict the reaction product. The product is: [Br-:8].[CH2:1]([N+:15]1[CH:16]=[CH:17][C:12]([CH:9]([CH3:11])[CH3:10])=[CH:13][CH:14]=1)[C:2]1[CH:7]=[CH:6][CH:5]=[CH:4][CH:3]=1. (8) The product is: [C:7]([NH:9][NH:10][C:18](=[O:25])[C:19]1[CH:24]=[CH:23][CH:22]=[CH:21][CH:20]=1)(=[O:8])[C:4]1[CH:5]=[CH:6][CH:1]=[CH:2][CH:3]=1. Given the reactants [CH:1]1[CH:6]=[CH:5][C:4]([C:7]([NH:9][NH2:10])=[O:8])=[CH:3][CH:2]=1.CN1CCCC1=O.[C:18](Cl)(=[O:25])[C:19]1[CH:24]=[CH:23][CH:22]=[CH:21][CH:20]=1, predict the reaction product. (9) The product is: [C:1]([O:5][C:6]([N:8]1[CH2:12][CH2:11][C@H:10]([N:13]([C:18]2[CH:23]=[CH:22][C:21]([F:24])=[C:20]([Cl:25])[CH:19]=2)[CH2:14][CH2:15][CH2:16][N:27]([CH3:28])[CH3:26])[CH2:9]1)=[O:7])([CH3:2])([CH3:4])[CH3:3]. Given the reactants [C:1]([O:5][C:6]([N:8]1[CH2:12][CH2:11][C@H:10]([N:13]([C:18]2[CH:23]=[CH:22][C:21]([F:24])=[C:20]([Cl:25])[CH:19]=2)[CH2:14][CH2:15][CH2:16]Cl)[CH2:9]1)=[O:7])([CH3:4])([CH3:3])[CH3:2].[CH3:26][NH:27][CH3:28].[I-].[Na+].O, predict the reaction product. (10) Given the reactants [CH3:1][C@H:2]1[N:7]([C:8]2[C:9]3[CH2:37][N:36]([C:38]4[CH:43]=[C:42]([C:44]5([CH3:48])[CH2:47][O:46][CH2:45]5)[CH:41]=[CH:40][C:39]=4[CH3:49])[CH2:35][CH2:34][C:10]=3[N:11]=[C:12]([C:14]3[CH:22]=[CH:21][CH:20]=[C:19]4[C:15]=3[C:16]([CH3:33])=[CH:17][N:18]4S(C3C=CC(C)=CC=3)(=O)=O)[N:13]=2)[CH2:6][CH2:5][N:4]([C:50](=[O:52])[CH3:51])[CH2:3]1.[OH-].[NH4+].[OH-].[K+], predict the reaction product. The product is: [CH3:1][C@H:2]1[N:7]([C:8]2[C:9]3[CH2:37][N:36]([C:38]4[CH:43]=[C:42]([C:44]5([CH3:48])[CH2:45][O:46][CH2:47]5)[CH:41]=[CH:40][C:39]=4[CH3:49])[CH2:35][CH2:34][C:10]=3[N:11]=[C:12]([C:14]3[CH:22]=[CH:21][CH:20]=[C:19]4[C:15]=3[C:16]([CH3:33])=[CH:17][NH:18]4)[N:13]=2)[CH2:6][CH2:5][N:4]([C:50](=[O:52])[CH3:51])[CH2:3]1.